From a dataset of Forward reaction prediction with 1.9M reactions from USPTO patents (1976-2016). Predict the product of the given reaction. The product is: [C:1]([C:5]1[CH:6]=[C:7]([CH:35]=[CH:36][CH:37]=1)[CH2:8][NH:9][C@@H:17]1[C@@H:12]([OH:11])[C@H:13]([CH2:20][C:21]2[CH:26]=[CH:25][C:24]([NH:27][CH2:28][CH2:29][N:30]([CH3:31])[CH3:32])=[C:23]([F:33])[CH:22]=2)[CH2:14][S:15](=[O:19])(=[O:18])[CH2:16]1)([CH3:4])([CH3:2])[CH3:3]. Given the reactants [C:1]([C:5]1[CH:6]=[C:7]([CH:35]=[CH:36][CH:37]=1)[CH2:8][N:9]1[C@@H:17]2[C@H:12]([C@H:13]([CH2:20][C:21]3[CH:26]=[CH:25][C:24]([NH:27][CH2:28][CH2:29][N:30]([CH3:32])[CH3:31])=[C:23]([F:33])[CH:22]=3)[CH2:14][S:15](=[O:19])(=[O:18])[CH2:16]2)[O:11]C1=O)([CH3:4])([CH3:3])[CH3:2], predict the reaction product.